Predict the reaction yield, written as a fraction of the theoretical maximum amount of product (1.0 means a 100% yield; for example, 0.34 means a 34% yield). From a dataset of Reaction yield outcomes from USPTO patents with 853,638 reactions. The reactants are [CH2:1]([O:3][C:4]1[CH:5]=[C:6]([CH:27]=[CH:28][CH:29]=1)[C:7]([C:9]1[C:18]2[C:13](=[CH:14][C:15]([O:21][CH2:22][CH2:23][OH:24])=[C:16]([O:19][CH3:20])[CH:17]=2)[C:12]([CH:25]=[O:26])=[CH:11][N:10]=1)=[O:8])[CH3:2].O.P([O-])(O)(O)=[O:32].[Na+].CC(=CC)C.Cl([O-])=O.[Na+]. The product is [CH2:1]([O:3][C:4]1[CH:5]=[C:6]([CH:27]=[CH:28][CH:29]=1)[C:7]([C:9]1[C:18]2[C:13](=[CH:14][C:15]([O:21][CH2:22][CH2:23][OH:24])=[C:16]([O:19][CH3:20])[CH:17]=2)[C:12]([C:25]([OH:32])=[O:26])=[CH:11][N:10]=1)=[O:8])[CH3:2]. The catalyst is C(O)(C)(C)C.O. The yield is 0.570.